This data is from NCI-60 drug combinations with 297,098 pairs across 59 cell lines. The task is: Regression. Given two drug SMILES strings and cell line genomic features, predict the synergy score measuring deviation from expected non-interaction effect. (1) Drug 1: CN1CCC(CC1)COC2=C(C=C3C(=C2)N=CN=C3NC4=C(C=C(C=C4)Br)F)OC. Drug 2: C1=CC=C(C(=C1)C(C2=CC=C(C=C2)Cl)C(Cl)Cl)Cl. Cell line: HCC-2998. Synergy scores: CSS=1.56, Synergy_ZIP=0.0615, Synergy_Bliss=-1.67, Synergy_Loewe=-5.32, Synergy_HSA=-2.11. (2) Synergy scores: CSS=10.7, Synergy_ZIP=-1.57, Synergy_Bliss=1.77, Synergy_Loewe=5.63, Synergy_HSA=3.52. Drug 1: CC1=CC=C(C=C1)C2=CC(=NN2C3=CC=C(C=C3)S(=O)(=O)N)C(F)(F)F. Drug 2: CN1C(=O)N2C=NC(=C2N=N1)C(=O)N. Cell line: HL-60(TB). (3) Drug 1: CC1C(C(CC(O1)OC2CC(OC(C2O)C)OC3=CC4=CC5=C(C(=O)C(C(C5)C(C(=O)C(C(C)O)O)OC)OC6CC(C(C(O6)C)O)OC7CC(C(C(O7)C)O)OC8CC(C(C(O8)C)O)(C)O)C(=C4C(=C3C)O)O)O)O. Drug 2: C1C(C(OC1N2C=NC(=NC2=O)N)CO)O. Cell line: KM12. Synergy scores: CSS=22.9, Synergy_ZIP=-2.58, Synergy_Bliss=0.154, Synergy_Loewe=-1.38, Synergy_HSA=0.217.